Dataset: Forward reaction prediction with 1.9M reactions from USPTO patents (1976-2016). Task: Predict the product of the given reaction. Given the reactants [C:1]([C:5]1[O:9][N:8]=[C:7]([CH:10]=[O:11])[CH:6]=1)([CH3:4])([CH3:3])[CH3:2].[CH3:12][Mg]Br.O, predict the reaction product. The product is: [C:1]([C:5]1[O:9][N:8]=[C:7]([CH:10]([OH:11])[CH3:12])[CH:6]=1)([CH3:4])([CH3:2])[CH3:3].